This data is from Reaction yield outcomes from USPTO patents with 853,638 reactions. The task is: Predict the reaction yield, written as a fraction of the theoretical maximum amount of product (1.0 means a 100% yield; for example, 0.34 means a 34% yield). (1) The reactants are [O:1]1[C:5]2[CH:6]=[CH:7][C:8]([C:10]3([C:13]([NH:15][C:16]4[CH:21]=[CH:20][C:19]([CH2:22][OH:23])=[C:18](Br)[CH:17]=4)=[O:14])[CH2:12][CH2:11]3)=[CH:9][C:4]=2[O:3][CH2:2]1.[CH3:25][N:26]([CH3:38])[C:27]([C:29]1[CH:34]=[CH:33][C:32](B(O)O)=[CH:31][CH:30]=1)=[O:28].C([O-])([O-])=O.[K+].[K+]. The catalyst is CN(C)C=O. The product is [O:1]1[C:5]2[CH:6]=[CH:7][C:8]([C:10]3([C:13]([NH:15][C:16]4[CH:21]=[CH:20][C:19]([CH2:22][OH:23])=[C:18]([C:32]5[CH:33]=[CH:34][C:29]([C:27]([N:26]([CH3:38])[CH3:25])=[O:28])=[CH:30][CH:31]=5)[CH:17]=4)=[O:14])[CH2:12][CH2:11]3)=[CH:9][C:4]=2[O:3][CH2:2]1. The yield is 0.340. (2) The reactants are [CH3:1][O:2][C:3]1[CH:4]=[C:5]([C:12]2([C:19]#[N:20])[CH2:17][CH2:16][C:15](=[O:18])[CH2:14][CH2:13]2)[CH:6]=[CH:7][C:8]=1[N+:9]([O-:11])=[O:10].N1CCOCC1.O1CCCC1.C(O[BH-](OC(=O)C)OC(=O)C)(=O)C.[Na+]. No catalyst specified. The product is [OH:18][CH:15]1[CH2:14][CH2:13][C:12]([C:5]2[CH:6]=[CH:7][C:8]([N+:9]([O-:11])=[O:10])=[C:3]([O:2][CH3:1])[CH:4]=2)([C:19]#[N:20])[CH2:17][CH2:16]1. The yield is 0.100. (3) The reactants are [F:1][C:2]1[N:7]=[CH:6][C:5]([CH:8]([OH:32])[CH:9]([NH:24]C(=O)OC(C)(C)C)[CH2:10][C:11]2[CH:16]=[CH:15][CH:14]=[C:13]([O:17][C:18]([F:23])([F:22])[CH:19]([F:21])[F:20])[CH:12]=2)=[CH:4][CH:3]=1. The catalyst is FC(F)(F)C(O)=O. The product is [NH2:24][CH:9]([CH2:10][C:11]1[CH:16]=[CH:15][CH:14]=[C:13]([O:17][C:18]([F:22])([F:23])[CH:19]([F:20])[F:21])[CH:12]=1)[CH:8]([C:5]1[CH:6]=[N:7][C:2]([F:1])=[CH:3][CH:4]=1)[OH:32]. The yield is 0.960. (4) The reactants are C([N:8]1[CH2:14][C:13]2[N:15]=[C:16]([Cl:24])[C:17]([N:19]([CH3:23])[CH:20]([CH3:22])[CH3:21])=[N:18][C:12]=2[O:11][CH2:10][CH2:9]1)C1C=CC=CC=1.ClC(OC(Cl)C)=O. The catalyst is C1(C)C=CC=CC=1. The product is [ClH:24].[Cl:24][C:16]1[C:17]([N:19]([CH3:23])[CH:20]([CH3:21])[CH3:22])=[N:18][C:12]2[O:11][CH2:10][CH2:9][NH:8][CH2:14][C:13]=2[N:15]=1. The yield is 0.600. (5) The reactants are [NH4+].[Cl-].[NH2:3][C:4]1[N:9]=[C:8]([O:10][CH:11]2[CH2:16][CH2:15][N:14]([C:17]([O:19][C:20]([CH3:23])([CH3:22])[CH3:21])=[O:18])[CH2:13][CH2:12]2)[CH:7]=[CH:6][C:5]=1[N+:24]([O-])=O.O. The catalyst is C(O)(C)C.[Fe]. The product is [NH2:24][C:5]1[CH:6]=[CH:7][C:8]([O:10][CH:11]2[CH2:16][CH2:15][N:14]([C:17]([O:19][C:20]([CH3:23])([CH3:22])[CH3:21])=[O:18])[CH2:13][CH2:12]2)=[N:9][C:4]=1[NH2:3]. The yield is 0.920. (6) The reactants are CO.Cl[C:4]1[C:9]([N+:10]([O-:12])=[O:11])=[CH:8][CH:7]=[C:6]([Cl:13])[N:5]=1.C(N(CC)CC)C.[C:21]1([NH2:28])[CH:26]=[CH:25][CH:24]=[C:23]([NH2:27])[CH:22]=1. The catalyst is O. The product is [NH2:27][C:23]1[CH:22]=[C:21]([NH:28][C:4]2[C:9]([N+:10]([O-:12])=[O:11])=[CH:8][CH:7]=[C:6]([Cl:13])[N:5]=2)[CH:26]=[CH:25][CH:24]=1. The yield is 0.590. (7) The reactants are [CH2:1]([N:3]1[CH2:8][CH2:7][N:6]([CH2:9][C:10]#[CH:11])[CH2:5][CH2:4]1)[CH3:2].[F:12][C:13]1[CH:14]=[C:15]([CH:17]=[CH:18][C:19]=1[O:20][C:21]1[CH:26]=[CH:25][N:24]=[C:23]2[CH:27]=[C:28](I)[S:29][C:22]=12)[NH2:16]. No catalyst specified. The product is [CH2:1]([N:3]1[CH2:8][CH2:7][N:6]([CH2:9][C:10]#[C:11][C:28]2[S:29][C:22]3[C:23](=[N:24][CH:25]=[CH:26][C:21]=3[O:20][C:19]3[CH:18]=[CH:17][C:15]([NH2:16])=[CH:14][C:13]=3[F:12])[CH:27]=2)[CH2:5][CH2:4]1)[CH3:2]. The yield is 0.400.